Task: Predict which catalyst facilitates the given reaction.. Dataset: Catalyst prediction with 721,799 reactions and 888 catalyst types from USPTO (1) Reactant: [CH3:1][C:2]1[CH:7]=[C:6]([CH3:8])[CH:5]=[C:4]([CH3:9])[C:3]=1[N:10]=[C:11]([C:13]1[CH:18]=[CH:17][CH:16]=[C:15]([C:19](=O)[CH3:20])[N:14]=1)[CH3:12].[C:22]([C:26]1[CH:27]=[C:28]([CH:30]=[C:31]([C:33]([CH3:36])([CH3:35])[CH3:34])[CH:32]=1)[NH2:29])([CH3:25])([CH3:24])[CH3:23]. Product: [CH3:1][C:2]1[CH:7]=[C:6]([CH3:8])[CH:5]=[C:4]([CH3:9])[C:3]=1[N:10]=[C:11]([C:13]1[CH:18]=[CH:17][CH:16]=[C:15]([C:19](=[N:29][C:28]2[CH:30]=[C:31]([C:33]([CH3:35])([CH3:34])[CH3:36])[CH:32]=[C:26]([C:22]([CH3:25])([CH3:24])[CH3:23])[CH:27]=2)[CH3:20])[N:14]=1)[CH3:12]. The catalyst class is: 11. (2) Reactant: [C:1]([C:3]1[CH:4]=[C:5]([NH:15][C:16](=[O:19])[O:17][CH3:18])[CH:6]=[CH:7][C:8]=1[S:9]([CH:12]([CH3:14])[CH3:13])(=[O:11])=[O:10])#[N:2]. Product: [NH2:2][CH2:1][C:3]1[CH:4]=[C:5]([NH:15][C:16](=[O:19])[O:17][CH3:18])[CH:6]=[CH:7][C:8]=1[S:9]([CH:12]([CH3:14])[CH3:13])(=[O:11])=[O:10]. The catalyst class is: 446. (3) Reactant: [CH2:1]([NH2:5])[CH:2]([CH3:4])[CH3:3].[Br:6][C:7]1[CH:16]=[C:15]2[C:10]([C:11](Cl)=[C:12]([N+:17]([O-:19])=[O:18])[CH:13]=[N:14]2)=[N:9][CH:8]=1. Product: [Br:6][C:7]1[CH:16]=[C:15]2[C:10]([C:11]([NH:5][CH2:1][CH:2]([CH3:4])[CH3:3])=[C:12]([N+:17]([O-:19])=[O:18])[CH:13]=[N:14]2)=[N:9][CH:8]=1. The catalyst class is: 4. (4) Reactant: [C:1]([O:5][C:6](=[O:35])[NH:7][CH:8]([CH2:27][C:28]1[CH:33]=[CH:32][C:31]([Cl:34])=[CH:30][CH:29]=1)[C:9]([N:11]1[CH2:16][CH2:15][N:14]([C:17]2[C:18]3[S:25][C:24](I)=[CH:23][C:19]=3[N:20]=[CH:21][N:22]=2)[CH2:13][CH2:12]1)=[O:10])([CH3:4])([CH3:3])[CH3:2].C([O-])([O-])=O.[Na+].[Na+].[S:42]1[CH:46]=[CH:45][C:44](B(O)O)=[CH:43]1. Product: [C:1]([O:5][C:6](=[O:35])[NH:7][CH:8]([CH2:27][C:28]1[CH:33]=[CH:32][C:31]([Cl:34])=[CH:30][CH:29]=1)[C:9](=[O:10])[N:11]1[CH2:16][CH2:15][N:14]([C:17]2[C:18]3[S:25][C:24]([C:44]4[CH:45]=[CH:46][S:42][CH:43]=4)=[CH:23][C:19]=3[N:20]=[CH:21][N:22]=2)[CH2:13][CH2:12]1)([CH3:4])([CH3:3])[CH3:2]. The catalyst class is: 128. (5) Reactant: [C:1]([O:5][C:6]([N:8]([CH:34]([CH3:36])[CH3:35])[C:9]1[S:10][C:11]([C:14]2[CH:15]=[C:16]([C:28]3[CH:33]=[CH:32][CH:31]=[CH:30][CH:29]=3)[C:17]3[N:18]([CH:20]=[C:21]([C:23](OCC)=[O:24])[N:22]=3)[CH:19]=2)=[CH:12][N:13]=1)=[O:7])([CH3:4])([CH3:3])[CH3:2].[H-].[H-].[H-].[H-].[Li+].[Al+3]. Product: [OH:24][CH2:23][C:21]1[N:22]=[C:17]2[C:16]([C:28]3[CH:29]=[CH:30][CH:31]=[CH:32][CH:33]=3)=[CH:15][C:14]([C:11]3[S:10][C:9]([N:8]([CH:34]([CH3:35])[CH3:36])[C:6](=[O:7])[O:5][C:1]([CH3:3])([CH3:4])[CH3:2])=[N:13][CH:12]=3)=[CH:19][N:18]2[CH:20]=1. The catalyst class is: 28. (6) Reactant: [F:1][C:2]1[CH:3]=[C:4]2[C:9](=[CH:10][CH:11]=1)[O:8][CH2:7][CH2:6][CH:5]2O.C1(C)C=CC(S(O)(=O)=O)=CC=1.O.C([O-])(O)=O.[Na+]. Product: [F:1][C:2]1[CH:3]=[C:4]2[C:9](=[CH:10][CH:11]=1)[O:8][CH2:7][CH:6]=[CH:5]2. The catalyst class is: 11.